From a dataset of Forward reaction prediction with 1.9M reactions from USPTO patents (1976-2016). Predict the product of the given reaction. Given the reactants Cl[C:2]1[C:3]2[C:4](=[CH:18][N:19](CC3C=CC(OC)=CC=3)[N:20]=2)[N:5]=[C:6]([C:8]2[CH:13]=[CH:12][C:11]([O:14][CH3:15])=[C:10]([O:16][CH3:17])[CH:9]=2)[N:7]=1.[CH3:30][N:31]([CH3:39])[C:32]1[CH:37]=[CH:36][C:35]([NH2:38])=[CH:34][CH:33]=1.Cl, predict the reaction product. The product is: [CH3:17][O:16][C:10]1[CH:9]=[C:8]([C:6]2[N:7]=[C:2]([NH:38][C:35]3[CH:36]=[CH:37][C:32]([N:31]([CH3:39])[CH3:30])=[CH:33][CH:34]=3)[C:3]3[NH:20][N:19]=[CH:18][C:4]=3[N:5]=2)[CH:13]=[CH:12][C:11]=1[O:14][CH3:15].